This data is from Reaction yield outcomes from USPTO patents with 853,638 reactions. The task is: Predict the reaction yield, written as a fraction of the theoretical maximum amount of product (1.0 means a 100% yield; for example, 0.34 means a 34% yield). (1) The reactants are [Cl:1][C:2]1[CH:3]=[CH:4][C:5]([NH2:8])=[N:6][CH:7]=1.[N+:9]([O-])([OH:11])=[O:10].[OH-].[Na+]. The catalyst is OS(O)(=O)=O. The product is [Cl:1][C:2]1[CH:3]=[C:4]([N+:9]([O-:11])=[O:10])[C:5]([NH2:8])=[N:6][CH:7]=1. The yield is 0.510. (2) The reactants are [CH2:1]([O:3][C:4](=[O:26])[C:5]([CH3:25])([CH3:24])[CH2:6][CH2:7][CH2:8][CH2:9][C:10](=[CH2:23])[CH2:11][CH2:12][CH2:13][CH2:14][C:15]([CH3:22])([CH3:21])[C:16]([O:18][CH2:19][CH3:20])=[O:17])[CH3:2].B.CSC.[OH:31]O.[OH-].[Na+]. The yield is 0.770. The product is [CH2:1]([O:3][C:4](=[O:26])[C:5]([CH3:24])([CH3:25])[CH2:6][CH2:7][CH2:8][CH2:9][CH:10]([CH2:23][OH:31])[CH2:11][CH2:12][CH2:13][CH2:14][C:15]([CH3:22])([CH3:21])[C:16]([O:18][CH2:19][CH3:20])=[O:17])[CH3:2]. The catalyst is C1COCC1. (3) The reactants are [Li+].[OH-].[Cl:3][C:4]1[CH:39]=[CH:38][CH:37]=[C:36]([Cl:40])[C:5]=1[C:6]([NH:8][C@H:9]([C:32]([O:34]C)=[O:33])[CH2:10][C:11]1[CH:16]=[CH:15][C:14]([N:17]2[CH2:22][CH2:21][CH:20]([CH2:23][C:24]3[CH:29]=[CH:28][CH:27]=[C:26]([NH:30][CH3:31])[N:25]=3)[CH2:19][CH2:18]2)=[CH:13][CH:12]=1)=[O:7]. The catalyst is CC(N(C)C)=O.O. The product is [Cl:40][C:36]1[CH:37]=[CH:38][CH:39]=[C:4]([Cl:3])[C:5]=1[C:6]([NH:8][C@H:9]([C:32]([OH:34])=[O:33])[CH2:10][C:11]1[CH:12]=[CH:13][C:14]([N:17]2[CH2:22][CH2:21][CH:20]([CH2:23][C:24]3[CH:29]=[CH:28][CH:27]=[C:26]([NH:30][CH3:31])[N:25]=3)[CH2:19][CH2:18]2)=[CH:15][CH:16]=1)=[O:7]. The yield is 0.670. (4) The reactants are [N:1]1([CH2:7][C:8]2[CH:13]=[CH:12][C:11]([OH:14])=[CH:10][CH:9]=2)[CH2:6][CH2:5][CH2:4][CH2:3][CH2:2]1.[CH2:15]([N:17]([CH2:21][CH3:22])[CH2:18][CH2:19]O)[CH3:16].C1(P(C2C=CC=CC=2)C2C=CC=CC=2)C=CC=CC=1.CC(OC(/N=N/C(OC(C)(C)C)=O)=O)(C)C.[CH2:58]([Cl:60])[Cl:59]. No catalyst specified. The product is [NH3:1].[CH2:58]([Cl:60])[Cl:59].[CH2:15]([N:17]([CH2:21][CH3:22])[CH2:18][CH2:19][O:14][C:11]1[CH:10]=[CH:9][C:8]([CH2:7][N:1]2[CH2:6][CH2:5][CH2:4][CH2:3][CH2:2]2)=[CH:13][CH:12]=1)[CH3:16]. The yield is 0.0300. (5) The yield is 0.790. The reactants are Cl[S:2]([C:5]1[CH:6]=[C:7]2[C:11](=[CH:12][CH:13]=1)[NH:10][C:9](=[O:14])[CH2:8]2)(=[O:4])=[O:3].[CH3:15][NH:16][CH3:17]. The catalyst is CO. The product is [CH3:15][N:16]([CH3:17])[S:2]([C:5]1[CH:6]=[C:7]2[C:11](=[CH:12][CH:13]=1)[NH:10][C:9](=[O:14])[CH2:8]2)(=[O:4])=[O:3].